From a dataset of Full USPTO retrosynthesis dataset with 1.9M reactions from patents (1976-2016). Predict the reactants needed to synthesize the given product. (1) Given the product [ClH:1].[Cl:1][C:2]1[CH:7]=[CH:6][C:5]([C@H:8]([NH2:11])[CH2:9][CH3:10])=[C:4]([F:18])[C:3]=1[O:19][C:20]1[CH:25]=[CH:24][N:23]=[CH:22][N:21]=1, predict the reactants needed to synthesize it. The reactants are: [Cl:1][C:2]1[CH:7]=[CH:6][C:5]([C@H:8]([NH:11][S@@](C(C)(C)C)=O)[CH2:9][CH3:10])=[C:4]([F:18])[C:3]=1[O:19][C:20]1[CH:25]=[CH:24][N:23]=[CH:22][N:21]=1.Cl. (2) The reactants are: [CH:1](=C1C2C(C)(C)C(CS(O)(=O)=O)(CC2)C1=O)[C:2]1[CH:7]=[CH:6][C:5]([CH:8]=[C:9]2[CH:14]3[C:15]([CH3:17])([CH3:16])[C:11]([CH2:18]S(O)(=O)=O)([CH2:12][CH2:13]3)[C:10]2=[O:23])=[CH:4][CH:3]=1.C1C(C2NC3C(=C(S([O-])(=O)=O)C=C(S(O)(=O)=O)C=3)N=2)=CC=C(C2NC3C(=C(S([O-])(=O)=O)C=C(S(O)(=O)=O)C=3)N=2)C=1.[Na+].[Na+]. Given the product [CH3:1][C:2]1[CH:3]=[CH:4][C:5]([CH:8]=[C:9]2[CH:14]3[C:15]([CH3:16])([CH3:17])[C:11]([CH3:18])([CH2:12][CH2:13]3)[C:10]2=[O:23])=[CH:6][CH:7]=1, predict the reactants needed to synthesize it. (3) The reactants are: [CH:1]1([N:4]([CH3:27])[C:5]2[C:6](OS(C(F)(F)F)(=O)=O)=[N:7][C:8]3[C:13]([N:14]=2)=[CH:12][C:11]([C:15]([O:17][CH3:18])=[O:16])=[CH:10][CH:9]=3)[CH2:3][CH2:2]1.[NH:28]1[C:36]2[C:31](=[CH:32][C:33](B(O)O)=[CH:34][CH:35]=2)[CH:30]=[N:29]1.[O-]P([O-])([O-])=O.[K+].[K+].[K+]. Given the product [CH:1]1([N:4]([CH3:27])[C:5]2[C:6]([C:33]3[CH:32]=[C:31]4[C:36](=[CH:35][CH:34]=3)[NH:28][N:29]=[CH:30]4)=[N:7][C:8]3[C:13]([N:14]=2)=[CH:12][C:11]([C:15]([O:17][CH3:18])=[O:16])=[CH:10][CH:9]=3)[CH2:3][CH2:2]1, predict the reactants needed to synthesize it. (4) Given the product [CH3:34][O:35][CH2:36][N:17]([C:7]1[N:6]=[C:5]([O:4][CH2:3][C:2]([F:1])([F:30])[F:31])[CH:10]=[C:9]([O:11][CH2:12][C:13]([F:16])([F:15])[F:14])[N:8]=1)[C:18](=[O:29])[NH:19][C:20]1[S:21][C:22]([C:25]([F:26])([F:27])[F:28])=[CH:23][CH:24]=1, predict the reactants needed to synthesize it. The reactants are: [F:1][C:2]([F:31])([F:30])[CH2:3][O:4][C:5]1[CH:10]=[C:9]([O:11][CH2:12][C:13]([F:16])([F:15])[F:14])[N:8]=[C:7]([NH:17][C:18](=[O:29])[NH:19][C:20]2[S:21][C:22]([C:25]([F:28])([F:27])[F:26])=[CH:23][CH:24]=2)[N:6]=1.[H-].[Na+].[CH3:34][O:35][CH2:36]Br.O. (5) Given the product [C:1]([C:5]1[CH:10]=[CH:9][C:8]([S:11]([NH:14][C:15]2[CH:19]=[CH:18][S:17][C:16]=2[C:20]([OH:22])=[O:21])(=[O:12])=[O:13])=[C:7]([N:24]2[CH2:29][CH2:28][O:27][CH2:26][CH2:25]2)[CH:6]=1)([CH3:4])([CH3:2])[CH3:3], predict the reactants needed to synthesize it. The reactants are: [C:1]([C:5]1[CH:10]=[CH:9][C:8]([S:11]([NH:14][C:15]2[CH:19]=[CH:18][S:17][C:16]=2[C:20]([O:22]C)=[O:21])(=[O:13])=[O:12])=[C:7]([N:24]2[CH2:29][CH2:28][O:27][CH2:26][CH2:25]2)[CH:6]=1)([CH3:4])([CH3:3])[CH3:2].[OH-].[Li+].Cl. (6) Given the product [Cl:19][C:20]1[N:25]=[CH:24][C:23]([S:26]([N:29]([CH:30]([CH3:32])[CH3:31])[CH2:33][C:34]([NH:13][CH2:12][C:11]2[CH:14]=[CH:15][CH:16]=[C:9]([C:6]3[N:7]=[N:8][C:3]([C:2]([F:1])([F:17])[F:18])=[CH:4][CH:5]=3)[CH:10]=2)=[O:35])(=[O:28])=[O:27])=[CH:22][CH:21]=1, predict the reactants needed to synthesize it. The reactants are: [F:1][C:2]([F:18])([F:17])[C:3]1[N:8]=[N:7][C:6]([C:9]2[CH:10]=[C:11]([CH:14]=[CH:15][CH:16]=2)[CH2:12][NH2:13])=[CH:5][CH:4]=1.[Cl:19][C:20]1[N:25]=[CH:24][C:23]([S:26]([N:29]([CH2:33][C:34](O)=[O:35])[CH:30]([CH3:32])[CH3:31])(=[O:28])=[O:27])=[CH:22][CH:21]=1.CN(C(ON1N=NC2C=CC=NC1=2)=[N+](C)C)C.F[P-](F)(F)(F)(F)F.C(N(CC)C(C)C)(C)C.OS([O-])(=O)=O.[K+].